Dataset: Full USPTO retrosynthesis dataset with 1.9M reactions from patents (1976-2016). Task: Predict the reactants needed to synthesize the given product. Given the product [CH3:1][N:2]1[C:7](=[S:27])[CH2:6][CH2:5][C:4]([N+:15]([O-:17])=[O:16])([C:9]2[CH:14]=[CH:13][N:12]=[CH:11][CH:10]=2)[CH2:3]1, predict the reactants needed to synthesize it. The reactants are: [CH3:1][N:2]1[C:7](=O)[CH2:6][CH2:5][C:4]([N+:15]([O-:17])=[O:16])([C:9]2[CH:14]=[CH:13][N:12]=[CH:11][CH:10]=2)[CH2:3]1.COC1C=CC(P2(SP(C3C=CC(OC)=CC=3)(=S)S2)=[S:27])=CC=1.